This data is from Forward reaction prediction with 1.9M reactions from USPTO patents (1976-2016). The task is: Predict the product of the given reaction. (1) Given the reactants [OH:1][C:2]([C:5]1[N:6]=[C:7]([CH2:10][C:11]#[N:12])[NH:8][N:9]=1)([CH3:4])[CH3:3].C([O:15][C:16](=O)[CH:17]([C:21]1[CH:26]=[CH:25][CH:24]=[CH:23][CH:22]=1)[C:18]([CH3:20])=O)C.C([O-])(=O)C.[NH4+].Cl, predict the reaction product. The product is: [OH:1][C:2]([C:5]1[NH:6][C:7]2=[C:10]([C:11]#[N:12])[C:18]([CH3:20])=[C:17]([C:21]3[CH:26]=[CH:25][CH:24]=[CH:23][CH:22]=3)[C:16](=[O:15])[N:8]2[N:9]=1)([CH3:4])[CH3:3]. (2) The product is: [CH2:8]([N:5]1[CH2:6][CH2:7][CH:2]([NH:1][C:16]2[CH:21]=[CH:20][C:19]([S:22]([CH3:25])(=[O:24])=[O:23])=[CH:18][C:17]=2[N+:26]([O-:28])=[O:27])[CH2:3][CH2:4]1)[C:9]1[CH:14]=[CH:13][CH:12]=[CH:11][CH:10]=1. Given the reactants [NH2:1][CH:2]1[CH2:7][CH2:6][N:5]([CH2:8][C:9]2[CH:14]=[CH:13][CH:12]=[CH:11][CH:10]=2)[CH2:4][CH2:3]1.F[C:16]1[CH:21]=[CH:20][C:19]([S:22]([CH3:25])(=[O:24])=[O:23])=[CH:18][C:17]=1[N+:26]([O-:28])=[O:27].C(=O)([O-])[O-].[Na+].[Na+], predict the reaction product. (3) Given the reactants [CH3:1][O:2][C:3]1[CH:8]=[C:7]([N+:9]([O-:11])=[O:10])[CH:6]=[CH:5][C:4]=1[N:12]=[C:13]=[S:14].[NH2:15][C:16]1[C:24]2[N:23]=[CH:22][N:21]([CH3:25])[C:20]=2[CH:19]=[CH:18][CH:17]=1.COC1C=CN=CC=1NC(NC1C2N=CN(C)C=2C=CC=1)=S, predict the reaction product. The product is: [CH3:1][O:2][C:3]1[CH:8]=[C:7]([N+:9]([O-:11])=[O:10])[CH:6]=[CH:5][C:4]=1[NH:12][C:13]([NH:15][C:16]1[C:24]2[N:23]=[CH:22][N:21]([CH3:25])[C:20]=2[CH:19]=[CH:18][CH:17]=1)=[S:14]. (4) Given the reactants [CH3:1][O:2][C:3]1[CH:4]=[C:5]([CH2:9][CH2:10][C:11]2[CH:12]=[C:13]([NH:16][C:17]([C:19]3[CH:20]=[CH:21][C:22]([C:25]([OH:27])=[O:26])=[N:23][CH:24]=3)=[O:18])[NH:14][N:15]=2)[CH:6]=[CH:7][CH:8]=1.[CH2:28](O)[CH3:29], predict the reaction product. The product is: [CH3:1][O:2][C:3]1[CH:4]=[C:5]([CH2:9][CH2:10][C:11]2[CH:12]=[C:13]([NH:16][C:17]([C:19]3[CH:20]=[CH:21][C:22]([C:25]([O:27][CH2:28][CH3:29])=[O:26])=[N:23][CH:24]=3)=[O:18])[NH:14][N:15]=2)[CH:6]=[CH:7][CH:8]=1. (5) Given the reactants C([O-])=O.[NH4+].C([N:12]1[CH2:17][CH2:16][CH2:15][CH:14]([NH:18][C:19]([C:21]2[CH:22]=[C:23]3[C:27](=[CH:28][CH:29]=2)[NH:26][N:25]=[CH:24]3)=[O:20])[CH2:13]1)C1C=CC=CC=1, predict the reaction product. The product is: [NH:12]1[CH2:17][CH2:16][CH2:15][CH:14]([NH:18][C:19]([C:21]2[CH:22]=[C:23]3[C:27](=[CH:28][CH:29]=2)[NH:26][N:25]=[CH:24]3)=[O:20])[CH2:13]1. (6) Given the reactants [OH:1][C:2]1[CH:9]=[CH:8][C:5]([CH2:6][OH:7])=[CH:4][CH:3]=1.[CH2:10](Br)[CH:11]=[CH2:12].C(=O)([O-])[O-].[K+].[K+], predict the reaction product. The product is: [CH2:12]([O:1][C:2]1[CH:9]=[CH:8][C:5]([CH2:6][OH:7])=[CH:4][CH:3]=1)[CH:11]=[CH2:10]. (7) Given the reactants [CH3:1][C@@H:2]1[CH2:6][C:5]2[C:7]([CH:32]3[CH2:37][CH2:36][NH:35][CH2:34][CH2:33]3)=[C:8]([CH3:31])[CH:9]=[C:10]([NH:11][C:12]3[N:17]=[C:16]([NH:18][C:19]4[CH:24]=[CH:23][CH:22]=[CH:21][C:20]=4[S:25]([CH:28]([CH3:30])[CH3:29])(=[O:27])=[O:26])[N:15]=[CH:14][N:13]=3)[C:4]=2[O:3]1.O=[CH:39][C:40]([O:42][CH2:43][CH3:44])=[O:41].[BH-](OC(C)=O)(OC(C)=O)OC(C)=O.[Na+], predict the reaction product. The product is: [CH:28]([S:25]([C:20]1[CH:21]=[CH:22][CH:23]=[CH:24][C:19]=1[NH:18][C:16]1[N:15]=[CH:14][N:13]=[C:12]([NH:11][C:10]2[C:4]3[O:3][C@H:2]([CH3:1])[CH2:6][C:5]=3[C:7]([CH:32]3[CH2:33][CH2:34][N:35]([CH2:39][C:40]([O:42][CH2:43][CH3:44])=[O:41])[CH2:36][CH2:37]3)=[C:8]([CH3:31])[CH:9]=2)[N:17]=1)(=[O:27])=[O:26])([CH3:29])[CH3:30].